This data is from Full USPTO retrosynthesis dataset with 1.9M reactions from patents (1976-2016). The task is: Predict the reactants needed to synthesize the given product. (1) Given the product [CH3:26][C:21]1([CH3:27])[C:22]([CH3:25])([CH3:24])[O:23][B:19]([C:2]2[CH:3]=[C:4]([CH:16]=[CH:17][CH:18]=2)[O:5][CH2:6][CH2:7][NH:8][C:9](=[O:15])[O:10][C:11]([CH3:14])([CH3:13])[CH3:12])[O:20]1, predict the reactants needed to synthesize it. The reactants are: Br[C:2]1[CH:3]=[C:4]([CH:16]=[CH:17][CH:18]=1)[O:5][CH2:6][CH2:7][NH:8][C:9](=[O:15])[O:10][C:11]([CH3:14])([CH3:13])[CH3:12].[B:19]1([B:19]2[O:23][C:22]([CH3:25])([CH3:24])[C:21]([CH3:27])([CH3:26])[O:20]2)[O:23][C:22]([CH3:25])([CH3:24])[C:21]([CH3:27])([CH3:26])[O:20]1.C1C=CC(P(C2C(C3C(P(C4C=CC=CC=4)C4C=CC=CC=4)=CC=C4C=3C=CC=C4)=C3C(C=CC=C3)=CC=2)C2C=CC=CC=2)=CC=1.C(=O)([O-])[O-].[Cs+].[Cs+]. (2) Given the product [CH3:25][N:1]1[C:5]2[CH:6]=[CH:7][CH:8]=[CH:9][C:4]=2[N:3]=[C:2]1[CH:10]1[CH2:15][CH2:14][N:13]([C:16]([O:18][C:19]([CH3:22])([CH3:21])[CH3:20])=[O:17])[CH2:12][CH2:11]1, predict the reactants needed to synthesize it. The reactants are: [NH:1]1[C:5]2[CH:6]=[CH:7][CH:8]=[CH:9][C:4]=2[N:3]=[C:2]1[CH:10]1[CH2:15][CH2:14][N:13]([C:16]([O:18][C:19]([CH3:22])([CH3:21])[CH3:20])=[O:17])[CH2:12][CH2:11]1.[OH-].[K+].[CH3:25]I. (3) Given the product [OH:2][C:3]1[CH:4]=[CH:5][C:6]2[O:10][C:9]([C:11]3[CH:12]=[CH:13][C:14]([C:17]([NH2:19])=[O:18])=[N:15][CH:16]=3)=[CH:8][C:7]=2[CH:20]=1, predict the reactants needed to synthesize it. The reactants are: C[O:2][C:3]1[CH:4]=[CH:5][C:6]2[O:10][C:9]([C:11]3[CH:12]=[CH:13][C:14]([C:17]([NH2:19])=[O:18])=[N:15][CH:16]=3)=[CH:8][C:7]=2[CH:20]=1.C(Cl)Cl.B(Br)(Br)Br.C([O-])(O)=O.[Na+].